Dataset: Full USPTO retrosynthesis dataset with 1.9M reactions from patents (1976-2016). Task: Predict the reactants needed to synthesize the given product. (1) Given the product [CH3:36][O:35][C:20]1[CH:21]=[C:22]([CH:33]=[CH:34][C:19]=1[NH:18][C:2]1[N:3]=[C:4]2[C:10]([N:9]([CH3:13])[C:8](=[O:14])[CH2:7][CH2:6][N:5]2[CH2:15][C:16]#[CH:17])=[CH:11][N:12]=1)[C:23]([NH:25][CH:26]1[CH2:31][CH2:30][N:29]([CH3:32])[CH2:28][CH2:27]1)=[O:24], predict the reactants needed to synthesize it. The reactants are: Cl[C:2]1[N:3]=[C:4]2[C:10](=[CH:11][N:12]=1)[N:9]([CH3:13])[C:8](=[O:14])[CH2:7][CH2:6][N:5]2[CH2:15][C:16]#[CH:17].[NH2:18][C:19]1[CH:34]=[CH:33][C:22]([C:23]([NH:25][CH:26]2[CH2:31][CH2:30][N:29]([CH3:32])[CH2:28][CH2:27]2)=[O:24])=[CH:21][C:20]=1[O:35][CH3:36].O.C1(C)C=CC(S(O)(=O)=O)=CC=1.C(O)(C)C. (2) Given the product [CH:24]([C:2]1[CH:3]=[C:4]2[C:9](=[CH:10][CH:11]=1)[CH:8]=[C:7]([S:12]([CH2:15][CH2:16][C:17]([O:19][C:20]([CH3:23])([CH3:22])[CH3:21])=[O:18])(=[O:14])=[O:13])[CH:6]=[CH:5]2)=[CH2:25], predict the reactants needed to synthesize it. The reactants are: Br[C:2]1[CH:3]=[C:4]2[C:9](=[CH:10][CH:11]=1)[CH:8]=[C:7]([S:12]([CH2:15][CH2:16][C:17]([O:19][C:20]([CH3:23])([CH3:22])[CH3:21])=[O:18])(=[O:14])=[O:13])[CH:6]=[CH:5]2.[CH2:24]([Sn](CCCC)(CCCC)C=C)[CH2:25]CC.[Cl-].[Li+]. (3) The reactants are: C([C:3]1[C:8]([NH2:9])=[C:7]([NH2:10])[CH:6]=[CH:5][N:4]=1)C.C[Al](C)C.[C:15]1(C)C=CC=C[CH:16]=1.CO[C:24](=O)[CH2:25][N:26]1[CH:30]=[C:29]([C:31]([F:34])([F:33])[F:32])[N:28]=[C:27]1[C:35]1[S:36][CH:37]=[CH:38][N:39]=1. Given the product [CH2:15]([N:10]1[C:7]2[CH:6]=[CH:5][N:4]=[CH:3][C:8]=2[N:9]=[C:24]1[CH2:25][N:26]1[CH:30]=[C:29]([C:31]([F:34])([F:33])[F:32])[N:28]=[C:27]1[C:35]1[S:36][CH:37]=[CH:38][N:39]=1)[CH3:16], predict the reactants needed to synthesize it. (4) Given the product [OH:45][C:41]1[CH:40]=[C:39]([N:38]([CH:35]2[CH2:34][CH2:33][N:32]([CH2:24][CH2:25][C:26]3[CH:27]=[CH:28][CH:29]=[CH:30][CH:31]=3)[CH2:37][CH2:36]2)[C:12](=[O:15])[CH2:11][CH3:10])[CH:44]=[CH:43][CH:42]=1, predict the reactants needed to synthesize it. The reactants are: C(N1CC[C:12](=[O:15])[CH2:11][CH2:10]1)CC1C=CC=CC=1.NC1C=C(O)C=CC=1.[CH2:24]([N:32]1[CH2:37][CH2:36][CH:35]([NH:38][C:39]2[CH:40]=[C:41]([OH:45])[CH:42]=[CH:43][CH:44]=2)[CH2:34][CH2:33]1)[CH2:25][C:26]1[CH:31]=[CH:30][CH:29]=[CH:28][CH:27]=1.C(OC(=O)CC)(=O)CC.CN(C1C=CC=CN=1)C. (5) The reactants are: C(=O)([O-])[O-].[Cs+].[Cs+].C1(P(C2C=CC=CC=2)C2C=CC3C(=CC=CC=3)C=2C2C3C(=CC=CC=3)C=CC=2P(C2C=CC=CC=2)C2C=CC=CC=2)C=CC=CC=1.Br[C:54]1[S:58][C:57]([C:59]([O:61][CH2:62][CH3:63])=[O:60])=[CH:56][CH:55]=1.[NH:64]1[CH2:68][CH2:67][CH2:66][CH2:65]1. Given the product [CH2:62]([O:61][C:59]([C:57]1[S:58][C:54]([N:64]2[CH2:68][CH2:67][CH2:66][CH2:65]2)=[CH:55][CH:56]=1)=[O:60])[CH3:63], predict the reactants needed to synthesize it. (6) Given the product [OH:35][CH2:34][CH2:33][C@H:32]([NH:31][C:13]([CH:9]1[N:8]([C:6]([O:5][C:1]([CH3:2])([CH3:3])[CH3:4])=[O:7])[CH2:12][CH2:11][S:10]1)=[O:15])[C:36]1[CH:41]=[CH:40][CH:39]=[CH:38][CH:37]=1, predict the reactants needed to synthesize it. The reactants are: [C:1]([O:5][C:6]([N:8]1[CH2:12][CH2:11][S:10][CH:9]1[C:13]([OH:15])=O)=[O:7])([CH3:4])([CH3:3])[CH3:2].CN1CCOCC1.C(OC(Cl)=O)C(C)C.[NH2:31][C@H:32]([C:36]1[CH:41]=[CH:40][CH:39]=[CH:38][CH:37]=1)[CH2:33][CH2:34][OH:35]. (7) Given the product [N:30]1[C:22]([C:21]2[N:20]=[C:19]([C:40]3[CH2:45][CH2:44][N:43]([C:46]([O:48][C:49]([CH3:52])([CH3:51])[CH3:50])=[O:47])[CH2:42][CH:41]=3)[CH:18]=[N:17][C:16]=2[N:8]([C:9]([O:10][C:11]([CH3:14])([CH3:13])[CH3:12])=[O:15])[C:6]([O:5][C:1]([CH3:4])([CH3:3])[CH3:2])=[O:7])=[N:23][N:24]2[CH:29]=[CH:28][CH:27]=[CH:26][C:25]=12, predict the reactants needed to synthesize it. The reactants are: [C:1]([O:5][C:6]([N:8]([C:16]1[C:21]([C:22]2[N:30]=[C:25]3[CH:26]=[CH:27][CH:28]=[CH:29][N:24]3[N:23]=2)=[N:20][C:19](Br)=[CH:18][N:17]=1)[C:9](=[O:15])[O:10][C:11]([CH3:14])([CH3:13])[CH3:12])=[O:7])([CH3:4])([CH3:3])[CH3:2].CC1(C)C(C)(C)OB([C:40]2[CH2:41][CH2:42][N:43]([C:46]([O:48][C:49]([CH3:52])([CH3:51])[CH3:50])=[O:47])[CH2:44][CH:45]=2)O1.C([O-])([O-])=O.[K+].[K+].CCOC(C)=O.O.